From a dataset of KCNQ2 potassium channel screen with 302,405 compounds. Binary Classification. Given a drug SMILES string, predict its activity (active/inactive) in a high-throughput screening assay against a specified biological target. (1) The compound is O(c1c2c3c(c(n[nH]c3ccc2)CC)cc1)C. The result is 0 (inactive). (2) The result is 0 (inactive). The drug is O=C(NN\C=C1\c2c(N=C1C)cccc2)CNC(=O)c1ccccc1. (3) The molecule is O(CC1CCN(C1)Cc1onc(n1)c1cc2OCOc2cc1)C. The result is 0 (inactive). (4) The drug is o1c(CNc2[nH]c(=O)ncc2)ccc1. The result is 0 (inactive).